Dataset: Forward reaction prediction with 1.9M reactions from USPTO patents (1976-2016). Task: Predict the product of the given reaction. (1) The product is: [F:7][C:8]1[CH:9]=[C:10]2[C:14](=[CH:15][CH:16]=1)[NH:13][CH2:12][C:11]2([CH3:19])[CH3:18]. Given the reactants [H-].[Al+3].[Li+].[H-].[H-].[H-].[F:7][C:8]1[CH:9]=[C:10]2[C:14](=[CH:15][CH:16]=1)[NH:13][C:12](=O)[C:11]2([CH3:19])[CH3:18].O, predict the reaction product. (2) Given the reactants [CH3:1][N:2]1[C:6]([O:7][CH2:8][C:9]([F:12])([F:11])[F:10])=[C:5]([CH2:13]O)[C:4]([C:15]([F:18])([F:17])[F:16])=[N:3]1.C1(P(C2C=CC=CC=2)C2C=CC=CC=2)C=CC=CC=1.C(Br)(Br)(Br)[Br:39], predict the reaction product. The product is: [Br:39][CH2:13][C:5]1[C:4]([C:15]([F:18])([F:17])[F:16])=[N:3][N:2]([CH3:1])[C:6]=1[O:7][CH2:8][C:9]([F:12])([F:11])[F:10]. (3) Given the reactants [N:1]1([C:7]([N:9]2[CH2:14][CH:13]([C:15]3[CH:20]=[CH:19][C:18]([O:21][C:22]([F:25])([F:24])[F:23])=[CH:17][CH:16]=3)[CH2:12][CH:11]([C:26](O)=[O:27])[CH2:10]2)=[O:8])[CH2:6][CH2:5][O:4][CH2:3][CH2:2]1.O[N:30]=[C:31]([NH2:36])[C:32]([CH3:35])([CH3:34])[CH3:33], predict the reaction product. The product is: [C:32]([C:31]1[N:36]=[C:26]([CH:11]2[CH2:12][CH:13]([C:15]3[CH:20]=[CH:19][C:18]([O:21][C:22]([F:23])([F:25])[F:24])=[CH:17][CH:16]=3)[CH2:14][N:9]([C:7]([N:1]3[CH2:2][CH2:3][O:4][CH2:5][CH2:6]3)=[O:8])[CH2:10]2)[O:27][N:30]=1)([CH3:35])([CH3:34])[CH3:33]. (4) Given the reactants [Br:1][C:2]1[CH:7]=[CH:6][C:5]([CH2:8][C:9]([O:11][CH2:12][CH3:13])=[O:10])=[CH:4][CH:3]=1.[CH3:14][C:15](C)([O-])[CH3:16].[K+].IC(C)C, predict the reaction product. The product is: [CH2:12]([O:11][C:9](=[O:10])[CH:8]([C:5]1[CH:4]=[CH:3][C:2]([Br:1])=[CH:7][CH:6]=1)[CH:15]([CH3:16])[CH3:14])[CH3:13].